This data is from Full USPTO retrosynthesis dataset with 1.9M reactions from patents (1976-2016). The task is: Predict the reactants needed to synthesize the given product. (1) Given the product [NH:3]1[C:7]2[CH:8]=[CH:9][CH:10]=[CH:11][C:6]=2[N:5]=[C:4]1[C@H:12]([NH:22][C:23]([NH:24][CH2:25][CH:26]1[CH2:31][CH2:30][NH:29][CH2:28][CH2:27]1)=[O:39])[CH2:13][C:14]1[CH:15]=[CH:16][C:17]([O:20][CH3:21])=[CH:18][CH:19]=1, predict the reactants needed to synthesize it. The reactants are: N#N.[NH:3]1[C:7]2[CH:8]=[CH:9][CH:10]=[CH:11][C:6]=2[N:5]=[C:4]1[C@H:12]([NH:22][C:23](=[O:39])[NH:24][CH2:25][CH:26]1[CH2:31][CH2:30][N:29](C(OC(C)(C)C)=O)[CH2:28][CH2:27]1)[CH2:13][C:14]1[CH:19]=[CH:18][C:17]([O:20][CH3:21])=[CH:16][CH:15]=1.FC(F)(F)S(O[Si](C(C)(C)C)(C)C)(=O)=O. (2) Given the product [CH:31]1([N:34]2[C:43]3[C:38](=[CH:39][C:40]([F:45])=[C:41]([O:10][CH2:9][C:6]4[S:7][CH:8]=[C:4]([CH:1]([CH3:3])[CH3:2])[N:5]=4)[CH:42]=3)[C:37](=[O:46])[C:36](/[CH:47]=[CH:48]/[C:49]([O:51][C:52]([CH3:55])([CH3:54])[CH3:53])=[O:50])=[CH:35]2)[CH2:33][CH2:32]1, predict the reactants needed to synthesize it. The reactants are: [CH:1]([C:4]1[N:5]=[C:6]([CH2:9][OH:10])[S:7][CH:8]=1)([CH3:3])[CH3:2].C1OCCOCCOCCOCCOCCOC1.[H-].[Na+].[CH:31]1([N:34]2[C:43]3[C:38](=[CH:39][C:40]([F:45])=[C:41](F)[CH:42]=3)[C:37](=[O:46])[C:36](/[CH:47]=[CH:48]/[C:49]([O:51][C:52]([CH3:55])([CH3:54])[CH3:53])=[O:50])=[CH:35]2)[CH2:33][CH2:32]1.[Cl-].[NH4+]. (3) The reactants are: [CH3:1][C:2]1[O:3][C:4]([CH:7]2[CH2:12][CH2:11][NH:10][CH2:9][CH2:8]2)=[N:5][N:6]=1.N1([C:18]([O:20][CH2:21][C:22]2[CH:27]=[CH:26][C:25]([Cl:28])=[CH:24][C:23]=2[CH2:29][N:30]2[N:34]=[N:33][C:32]([CH3:35])=[N:31]2)=[O:19])C=CN=C1.CCN(C(C)C)C(C)C. Given the product [CH3:1][C:2]1[O:3][C:4]([CH:7]2[CH2:12][CH2:11][N:10]([C:18]([O:20][CH2:21][C:22]3[CH:27]=[CH:26][C:25]([Cl:28])=[CH:24][C:23]=3[CH2:29][N:30]3[N:34]=[N:33][C:32]([CH3:35])=[N:31]3)=[O:19])[CH2:9][CH2:8]2)=[N:5][N:6]=1, predict the reactants needed to synthesize it. (4) Given the product [Br:28][CH2:27][C:3]1[C:2]([CH3:1])=[CH:26][C:6]2[N:7]=[C:8]3[C:13]([N:14]([CH2:15][CH2:16][CH2:17][CH2:18][CH2:19][CH2:20][C:21]([OH:23])=[O:22])[C:5]=2[CH:4]=1)=[N:12][C:11](=[O:24])[NH:10][C:9]3=[O:25], predict the reactants needed to synthesize it. The reactants are: [CH3:1][C:2]1[C:3]([CH3:27])=[CH:4][C:5]2[N:14]([CH2:15][CH2:16][CH2:17][CH2:18][CH2:19][CH2:20][C:21]([OH:23])=[O:22])[C:13]3[C:8]([C:9](=[O:25])[NH:10][C:11](=[O:24])[N:12]=3)=[N:7][C:6]=2[CH:26]=1.[Br:28]Br.C(OOC(=O)C1C=CC=CC=1)(=O)C1C=CC=CC=1.